From a dataset of TAP: 5 developability metrics (CDR length, charge patches, hydrophobicity). Multi-output Regression. Predict 5 antibody developability metrics. (1) The antibody is ["['EVQLVESGGGLVQPGGSLRLSCAASGFTLRSYSMNWVRQAPGKGLEWVSYISRSSHTIFYADSVKGRFTISRDNAKNSLYLQMDSLRDEDTAMYYCARVYSSGWHVSDYFDYWGQGILVTVSS'\\n 'AIQLTQSPSSLSASVGDRVTITCRASQGISSALAWYQQKPGKAPKLLIYDASSLESGVPSRFSGSGSGTDFTLTISSLQPEDFATYYCQQFNSYPLTFGGGTKVEIK']"]. Developability metrics: CDR_Length=50.0, PSH=120, PPC=0.104, PNC=0, SFvCSP=2.40. (2) The antibody is ["['EVQLVESGGGLVQPGGSLRLSCAVSGYSITSGYSWNWIRQAPGKGLEWVASITYDGSTNYNPSLKGRITISRDDSKNTFYLQMNSLRAEDTAVYYCARGSHYFGHWHFAVWGQGTLVTVSS'\\n 'DIQLTQSPSSLSASVGDRVTITCRASQSVDYDGDSYMNWYQQKPGKAPKLLIYAASYLESGVPSRFSGSGSGTDFTLTISSLQPEDFATYYCQQSHEDPYTFGQGTKVEIK']"]. Developability metrics: CDR_Length=52.0, PSH=106, PPC=0.0145, PNC=1.91, SFvCSP=-6.60. (3) The antibody is ["['EVQLVESGGGLVQPGRSLRLSCAASGFTFDDYAMHWVRQAPGKGLEWVSAITWNSGHIDYADSVEGRFTISRDNAKNSLYLQMNSLRAEDTAVYYCAKVSYLSTASSLDYWGQGTLVTVSS'\\n 'DIQMTQSPSSLSASVGDRVTITCRASQGIRNYLAWYQQKPGKAPKLLIYAASTLQSGVPSRFSGSGSGTDFTLTISSLQPEDVATYYCQRYNRAPYTFGQGTKVEIK']"]. Developability metrics: CDR_Length=48.0, PSH=111, PPC=0.0485, PNC=1.14, SFvCSP=-19.5. (4) The antibody is ["['EVQLVESGGGLVQPGGSLRLSCAASGYTFTNYGMNWVRQAPGKGLEWVGWINTYTGEPTYAADFKRRFTFSLDTSKSTAYLQMNSLRAEDTAVYYCAKYPHYYGSSHWYFDVWGQGTLVTVSS'\\n 'DIQMTQSPSSLSASVGDRVTITCSASQDISNYLNWYQQKPGKAPKVLIYFTSSLHSGVPSRFSGSGSGTDFTLTISSLQPEDFATYYCQQYSTVPWTFGQGTKVEIK']"]. Developability metrics: CDR_Length=50.0, PSH=122, PPC=0.0115, PNC=0, SFvCSP=3.52. (5) The antibody is ["['EVQLVESGGGLVQPGGSLRLSCAASGFTFSDSWIHWVRQAPGKGLEWVAWISPYGGSTYYADSVKGRFTISADTSKNTAYLQMNSLRAEDTAVYYCARRHWPGGFDYWGQGTLVTVSS'\\n 'DIQMTQSPSSLSASVGDRVTITCRASQDVSTAVAWYQQKPGKAPKLLIYSASFLYSGVPSRFSGSGSGTDFTLTISSLQPEDFATYYCQQYLYHPATFGQGTKVEIK']"]. Developability metrics: CDR_Length=45.0, PSH=112, PPC=1.26, PNC=0, SFvCSP=2.31. (6) The antibody is ["['QVQLVQSGAEVKKPGASVKVSCKASGYTFTSYSISWVRQAPGQGLEWMGWISVYNGNTNYAQKFQGRVTMTTDTSTSTAYLELRSLRSDDTAVYYCARDPIAAGYWGQGTLVTVSS'\\n 'EIVLTQSPGTLSLSPGERATLSCRASQSVSSTYLAWYQQKPGQAPRLLIYGASSRATGIPDRFSGSGSGTDFTLTISRLEPEDFAVYYCQQYGSSPRTFGQGTKVEIK']"]. Developability metrics: CDR_Length=44.0, PSH=112, PPC=0, PNC=0, SFvCSP=8.00.